From a dataset of Catalyst prediction with 721,799 reactions and 888 catalyst types from USPTO. Predict which catalyst facilitates the given reaction. (1) Reactant: [F:1][C:2]1[CH:7]=[CH:6][C:5]([S:8]([C@@:11]2([C:26]3[CH:31]=[CH:30][C:29]([C@@:32]([OH:43])([C:37]4[CH:42]=[CH:41][CH:40]=[CH:39][CH:38]=4)[C:33]([F:36])([F:35])[F:34])=[CH:28][CH:27]=3)[CH2:15][CH2:14][N:13](C(OCC3C=CC=CC=3)=O)[CH2:12]2)(=[O:10])=[O:9])=[CH:4][CH:3]=1. Product: [F:36][C:33]([F:34])([F:35])[C:32]([C:29]1[CH:28]=[CH:27][C:26]([C@:11]2([S:8]([C:5]3[CH:4]=[CH:3][C:2]([F:1])=[CH:7][CH:6]=3)(=[O:9])=[O:10])[CH2:15][CH2:14][NH:13][CH2:12]2)=[CH:31][CH:30]=1)([C:37]1[CH:42]=[CH:41][CH:40]=[CH:39][CH:38]=1)[OH:43]. The catalyst class is: 563. (2) Reactant: [Na].[CH2:2]([O:4][C@@H:5]([CH2:9][C:10]1[CH:15]=[CH:14][C:13]([O:16][CH2:17][C:18]2[CH:23]=[C:22]([O:24][CH3:25])[CH:21]=[CH:20][N:19]=2)=[CH:12][CH:11]=1)[C:6](O)=[O:7])[CH3:3].C(N(CC)CC)C.[ClH:33].[CH3:34][NH:35][OH:36].F[P-](F)(F)(F)(F)F.C[N+](C)=C(N(C)C)ON1C2N=CC=CC=2N=N1.Cl. Product: [ClH:33].[CH2:2]([O:4][C@@H:5]([CH2:9][C:10]1[CH:15]=[CH:14][C:13]([O:16][CH2:17][C:18]2[CH:23]=[C:22]([O:24][CH3:25])[CH:21]=[CH:20][N:19]=2)=[CH:12][CH:11]=1)[C:6]([N:35]([OH:36])[CH3:34])=[O:7])[CH3:3]. The catalyst class is: 47. (3) Reactant: C([SiH](CC)CC)C.C([O:12][NH:13][C:14]([C@@:16]1([F:44])[CH2:20][CH2:19][CH2:18][C@H:17]1[NH:21][S:22]([C:25]1[CH:30]=[CH:29][C:28]([O:31][CH2:32][C:33]2[C:42]3[C:37](=[CH:38][CH:39]=[CH:40][CH:41]=3)[N:36]=[C:35]([CH3:43])[CH:34]=2)=[CH:27][CH:26]=1)(=[O:24])=[O:23])=[O:15])(C)(C)C. Product: [F:44][C@:16]1([C:14]([NH:13][OH:12])=[O:15])[CH2:20][CH2:19][CH2:18][C@H:17]1[NH:21][S:22]([C:25]1[CH:30]=[CH:29][C:28]([O:31][CH2:32][C:33]2[C:42]3[C:37](=[CH:38][CH:39]=[CH:40][CH:41]=3)[N:36]=[C:35]([CH3:43])[CH:34]=2)=[CH:27][CH:26]=1)(=[O:23])=[O:24]. The catalyst class is: 55.